From a dataset of Peptide-MHC class II binding affinity with 134,281 pairs from IEDB. Regression. Given a peptide amino acid sequence and an MHC pseudo amino acid sequence, predict their binding affinity value. This is MHC class II binding data. (1) The peptide sequence is RRGSANGKTLGEVWK. The MHC is HLA-DQA10501-DQB10303 with pseudo-sequence HLA-DQA10501-DQB10303. The binding affinity (normalized) is 0.312. (2) The peptide sequence is DVVPEKYTIGATYAP. The MHC is HLA-DPA10301-DPB10402 with pseudo-sequence HLA-DPA10301-DPB10402. The binding affinity (normalized) is 0.146. (3) The peptide sequence is TMASYQAVSTAAVAA. The MHC is HLA-DQA10301-DQB10302 with pseudo-sequence HLA-DQA10301-DQB10302. The binding affinity (normalized) is 0.374. (4) The peptide sequence is EKKYFAATQFETLAA. The MHC is DRB1_0701 with pseudo-sequence DRB1_0701. The binding affinity (normalized) is 0.684. (5) The peptide sequence is EKKYFAATQCEPLAA. The MHC is HLA-DQA10401-DQB10402 with pseudo-sequence HLA-DQA10401-DQB10402. The binding affinity (normalized) is 0.471. (6) The peptide sequence is GEIYKRWIILGLNKI. The MHC is DRB1_0101 with pseudo-sequence DRB1_0101. The binding affinity (normalized) is 0.593. (7) The peptide sequence is ATVATAPEVKYTVFETALKKAITAMS. The MHC is DRB1_0101 with pseudo-sequence DRB1_0101. The binding affinity (normalized) is 0.632. (8) The peptide sequence is YPMEIRPRKTHESHL. The MHC is DRB4_0103 with pseudo-sequence DRB4_0103. The binding affinity (normalized) is 0.733.